This data is from NCI-60 drug combinations with 297,098 pairs across 59 cell lines. The task is: Regression. Given two drug SMILES strings and cell line genomic features, predict the synergy score measuring deviation from expected non-interaction effect. Drug 1: CN1CCC(CC1)COC2=C(C=C3C(=C2)N=CN=C3NC4=C(C=C(C=C4)Br)F)OC. Drug 2: CN(C)C1=NC(=NC(=N1)N(C)C)N(C)C. Cell line: HL-60(TB). Synergy scores: CSS=-18.8, Synergy_ZIP=5.36, Synergy_Bliss=-9.02, Synergy_Loewe=-17.8, Synergy_HSA=-16.9.